From a dataset of Forward reaction prediction with 1.9M reactions from USPTO patents (1976-2016). Predict the product of the given reaction. (1) The product is: [ClH:26].[ClH:26].[NH2:17][C@H:14]1[CH2:15][CH2:16][N:12]([C:9]2[CH:8]=[CH:7][C:6]([S:3]([N:2]([CH3:25])[CH3:1])(=[O:4])=[O:5])=[CH:11][CH:10]=2)[CH2:13]1. Given the reactants [CH3:1][N:2]([CH3:25])[S:3]([C:6]1[CH:11]=[CH:10][C:9]([N:12]2[CH2:16][CH2:15][C@H:14]([NH:17]C(=O)OC(C)(C)C)[CH2:13]2)=[CH:8][CH:7]=1)(=[O:5])=[O:4].[ClH:26], predict the reaction product. (2) Given the reactants [CH3:1][CH:2]1[CH2:8][C:7]2[CH:9]=[C:10]3[O:15][CH2:14][O:13][C:11]3=[CH:12][C:6]=2[C:5]([C:16]2[CH:21]=[CH:20][C:19]([N+:22]([O-:24])=[O:23])=[CH:18][CH:17]=2)=[N:4][N:3]1[C:25](=[S:27])[NH2:26].Br[CH:29]([CH3:35])[C:30](OCC)=[O:31].CN(C)C=O, predict the reaction product. The product is: [CH3:35][CH:29]1[S:27][C:25]([N:3]2[CH:2]([CH3:1])[CH2:8][C:7]3[CH:9]=[C:10]4[O:15][CH2:14][O:13][C:11]4=[CH:12][C:6]=3[C:5]([C:16]3[CH:17]=[CH:18][C:19]([N+:22]([O-:24])=[O:23])=[CH:20][CH:21]=3)=[N:4]2)=[N:26][C:30]1=[O:31]. (3) Given the reactants [O:1]([C:8]1[CH:28]=[CH:27][C:11]([O:12][C:13]2[CH:18]=[CH:17][N:16]=[CH:15][C:14]=2[C:19]2[CH:20]=[C:21]([CH2:25][NH2:26])[CH:22]=[CH:23][CH:24]=2)=[CH:10][CH:9]=1)[C:2]1[CH:7]=[CH:6][CH:5]=[CH:4][CH:3]=1.N1C=CC=CC=1.CN1C[CH2:39][CH2:38][C:37]1=[O:41], predict the reaction product. The product is: [O:1]([C:8]1[CH:9]=[CH:10][C:11]([O:12][C:13]2[CH:18]=[CH:17][N:16]=[CH:15][C:14]=2[C:19]2[CH:20]=[C:21]([CH:22]=[CH:23][CH:24]=2)[CH2:25][NH:26][C:37](=[O:41])[CH2:38][CH3:39])=[CH:27][CH:28]=1)[C:2]1[CH:7]=[CH:6][CH:5]=[CH:4][CH:3]=1. (4) Given the reactants [O:1]1[CH2:3][C@H:2]1[CH2:4]OS(C1C=CC=C([N+]([O-])=O)C=1)(=O)=O.[Cl:18][C:19]1[CH:24]=[CH:23][C:22]([NH:25][C:26](=[O:28])[CH3:27])=[C:21]([OH:29])[CH:20]=1.C([O-])([O-])=O.[Cs+].[Cs+], predict the reaction product. The product is: [Cl:18][C:19]1[CH:24]=[CH:23][C:22]([NH:25][C:26](=[O:28])[CH3:27])=[C:21]([O:29][CH2:4][C@@H:2]2[CH2:3][O:1]2)[CH:20]=1. (5) Given the reactants [NH2:1][CH2:2][CH2:3][NH:4][CH2:5][CH2:6][NH2:7].[CH3:8][C:9]([O:12][C:13]([O:15]N=C(C1C=CC=CC=1)C#N)=O)([CH3:11])[CH3:10], predict the reaction product. The product is: [C:9]([O:12][C:13](=[O:15])[NH:1][CH2:2][CH2:3][NH:4][CH2:5][CH2:6][NH:7][C:13]([O:12][C:9]([CH3:8])([CH3:10])[CH3:11])=[O:15])([CH3:11])([CH3:10])[CH3:8]. (6) Given the reactants [NH2:1][C:2]1[CH:7]=[CH:6][C:5]([OH:8])=[CH:4][CH:3]=1.[Cl:9][CH2:10][C:11](Cl)=[O:12], predict the reaction product. The product is: [Cl:9][CH2:10][C:11]([NH:1][C:2]1[CH:7]=[CH:6][C:5]([OH:8])=[CH:4][CH:3]=1)=[O:12]. (7) Given the reactants I[C:2]1[CH:10]=[CH:9][CH:8]=[C:7]2[C:3]=1[C:4](=[O:12])[O:5][C:6]2=[O:11].I[C:14]1[CH:15]=[C:16]2[C:20](=[CH:21][CH:22]=1)[C:19](=[O:23])[O:18][C:17]2=[O:24].C#C.[C:27]([C:40]1[CH:41]=[C:42]2[C:46](=[CH:47][CH:48]=1)[C:45](=[O:49])[O:44][C:43]2=[O:50])#[C:28][C:29]1[CH:30]=[C:31]2[C:35](=[CH:36][CH:37]=1)[C:34](=[O:38])[O:33][C:32]2=[O:39], predict the reaction product. The product is: [C:27]([C:21]1[CH:22]=[CH:14][CH:15]=[C:16]2[C:20]=1[C:19](=[O:23])[O:18][C:17]2=[O:24])#[C:28][C:2]1[CH:10]=[CH:9][CH:8]=[C:7]2[C:3]=1[C:4](=[O:12])[O:5][C:6]2=[O:11].[C:28]([C:29]1[CH:30]=[C:31]2[C:35](=[CH:36][CH:37]=1)[C:34](=[O:38])[O:33][C:32]2=[O:39])#[C:27][C:40]1[CH:41]=[C:42]2[C:46](=[CH:47][CH:48]=1)[C:45](=[O:49])[O:44][C:43]2=[O:50].